This data is from Peptide-MHC class II binding affinity with 134,281 pairs from IEDB. The task is: Regression. Given a peptide amino acid sequence and an MHC pseudo amino acid sequence, predict their binding affinity value. This is MHC class II binding data. (1) The peptide sequence is MVTMLSPMLHHWIKV. The MHC is HLA-DQA10501-DQB10302 with pseudo-sequence HLA-DQA10501-DQB10302. The binding affinity (normalized) is 0.447. (2) The peptide sequence is DWKFPGGGQIVGGVY. The MHC is HLA-DQA10501-DQB10301 with pseudo-sequence HLA-DQA10501-DQB10301. The binding affinity (normalized) is 0.731. (3) The peptide sequence is CDERVSSDQSALSEF. The MHC is HLA-DQA10303-DQB10402 with pseudo-sequence HLA-DQA10303-DQB10402. The binding affinity (normalized) is 0. (4) The peptide sequence is YKRGSGKDSHHPART. The MHC is HLA-DPA10201-DPB10501 with pseudo-sequence HLA-DPA10201-DPB10501. The binding affinity (normalized) is 0.